Dataset: Retrosynthesis with 50K atom-mapped reactions and 10 reaction types from USPTO. Task: Predict the reactants needed to synthesize the given product. (1) Given the product COC(=O)[C@H](C)Oc1cc(Oc2c(/C=N/N)c(C)nn2C)c(Cl)cc1Cl, predict the reactants needed to synthesize it. The reactants are: COC(=O)[C@H](C)Oc1cc(Oc2c(C=O)c(C)nn2C)c(Cl)cc1Cl.NN. (2) Given the product Cn1c(C(C)(C)NC(=O)c2ccc(C3CC3)c(OCC3CC3)n2)noc1=O, predict the reactants needed to synthesize it. The reactants are: Cn1c(C(C)(C)N)noc1=O.O=C(O)c1ccc(C2CC2)c(OCC2CC2)n1.